This data is from Forward reaction prediction with 1.9M reactions from USPTO patents (1976-2016). The task is: Predict the product of the given reaction. (1) Given the reactants [CH3:1][C:2]([CH3:23])([CH3:22])[CH2:3][CH:4]1[CH2:7][CH:6]([C:8]2[O:12][N:11]=[C:10]([CH2:13][CH2:14][C:15]([O:17][C:18]([CH3:21])([CH3:20])[CH3:19])=[O:16])[CH:9]=2)[CH2:5]1.CN(C=O)C.[Br:29]N1C(=O)CCC1=O, predict the reaction product. The product is: [Br:29][C:9]1[C:10]([CH2:13][CH2:14][C:15]([O:17][C:18]([CH3:21])([CH3:20])[CH3:19])=[O:16])=[N:11][O:12][C:8]=1[CH:6]1[CH2:7][CH:4]([CH2:3][C:2]([CH3:23])([CH3:22])[CH3:1])[CH2:5]1. (2) Given the reactants [C:1](O[BH-](OC(=O)C)OC(=O)C)(=O)C.[Na+].C=O.[CH3:17][O:18][C:19]1[CH:20]=[C:21]([CH2:25][CH2:26][C@@H:27]2[NH:32][CH2:31][CH2:30][N:29]([C:33]3[C:42]4[N:41]=[C:40]([C:43]([F:46])([F:45])[F:44])[S:39][C:38]=4[NH:37][C:36]4[CH:47]=[CH:48][CH:49]=[CH:50][C:35]=4[N:34]=3)[CH2:28]2)[CH:22]=[CH:23][CH:24]=1, predict the reaction product. The product is: [CH3:17][O:18][C:19]1[CH:20]=[C:21]([CH2:25][CH2:26][C@@H:27]2[N:32]([CH3:1])[CH2:31][CH2:30][N:29]([C:33]3[C:42]4[N:41]=[C:40]([C:43]([F:45])([F:46])[F:44])[S:39][C:38]=4[NH:37][C:36]4[CH:47]=[CH:48][CH:49]=[CH:50][C:35]=4[N:34]=3)[CH2:28]2)[CH:22]=[CH:23][CH:24]=1.